This data is from Forward reaction prediction with 1.9M reactions from USPTO patents (1976-2016). The task is: Predict the product of the given reaction. (1) Given the reactants [CH3:1][C:2]1[C:7]([C:8]([NH:10][CH2:11][CH2:12][C@H:13]([N:15]2[CH2:20][CH2:19][CH:18]([N:21]([CH2:38][C:39]3[CH:43]=[CH:42][S:41][CH:40]=3)[C:22]3[CH:37]=[CH:36][C:25]([O:26][C:27]4[CH:35]=[CH:34][C:30]([C:31]([OH:33])=O)=[CH:29][CH:28]=4)=[CH:24][CH:23]=3)[CH2:17][CH2:16]2)[CH3:14])=[O:9])=[C:6]([CH3:44])[N:5]=[CH:4][N:3]=1.[Cl-].[NH4+:46], predict the reaction product. The product is: [C:31]([C:30]1[CH:29]=[CH:28][C:27]([O:26][C:25]2[CH:36]=[CH:37][C:22]([N:21]([CH2:38][C:39]3[CH:43]=[CH:42][S:41][CH:40]=3)[CH:18]3[CH2:19][CH2:20][N:15]([C@H:13]([CH3:14])[CH2:12][CH2:11][NH:10][C:8]([C:7]4[C:2]([CH3:1])=[N:3][CH:4]=[N:5][C:6]=4[CH3:44])=[O:9])[CH2:16][CH2:17]3)=[CH:23][CH:24]=2)=[CH:35][CH:34]=1)(=[O:33])[NH2:46]. (2) The product is: [Cl:7][C:8]([Cl:13])([Cl:12])[C:9]([C:4]1[NH:3][C:2]([CH3:1])=[CH:6][CH:5]=1)=[O:10]. Given the reactants [CH3:1][C:2]1[NH:3][CH:4]=[CH:5][CH:6]=1.[Cl:7][C:8]([Cl:13])([Cl:12])[C:9](Cl)=[O:10].C([O-])([O-])=O.[K+].[K+], predict the reaction product. (3) Given the reactants [Br:1][C:2]1[CH:8]=[CH:7][C:5]([NH2:6])=[CH:4][CH:3]=1.[C:9](OC(=O)C)(=[O:11])[CH3:10], predict the reaction product. The product is: [Br:1][C:2]1[CH:8]=[CH:7][C:5]([NH:6][C:9](=[O:11])[CH3:10])=[CH:4][CH:3]=1. (4) Given the reactants [CH2:1]([C:4]1[C:12]([N:13]([C@H:16]2[CH2:21][CH2:20][C@@H:19]([NH:22][C:23]([O:25][C:26]([CH3:29])([CH3:28])[CH3:27])=[O:24])[CH2:18][CH2:17]2)[CH2:14][CH3:15])=[CH:11][CH:10]=[CH:9][C:5]=1[C:6]([OH:8])=O)[CH:2]=[CH2:3].C1C=CC2N(O)N=NC=2C=1.C(Cl)CCl.CN1CCOCC1.[CH2:51]([C:55]1[CH:60]=[C:59]([CH3:61])[N:58]=[C:57]([O:62][CH3:63])[C:56]=1[CH2:64][NH2:65])[CH2:52][CH:53]=[CH2:54], predict the reaction product. The product is: [C:26]([O:25][C:23](=[O:24])[NH:22][C@H:19]1[CH2:18][CH2:17][C@@H:16]([N:13]([C:12]2[CH:11]=[CH:10][CH:9]=[C:5]([C:6](=[O:8])[NH:65][CH2:64][C:56]3[C:57]([O:62][CH3:63])=[N:58][C:59]([CH3:61])=[CH:60][C:55]=3[CH2:51][CH2:52][CH:53]=[CH2:54])[C:4]=2[CH2:1][CH:2]=[CH2:3])[CH2:14][CH3:15])[CH2:21][CH2:20]1)([CH3:29])([CH3:27])[CH3:28]. (5) Given the reactants I[C:2]1[CH:7]=[CH:6][C:5]([CH3:8])=[CH:4][C:3]=1[N+:9]([O-:11])=[O:10].Br[C:13]([P:16](=[O:23])([O:20][CH2:21][CH3:22])[O:17][CH2:18][CH3:19])([F:15])[F:14], predict the reaction product. The product is: [CH3:8][C:5]1[CH:6]=[CH:7][C:2]([C:13]([P:16](=[O:23])([O:17][CH2:18][CH3:19])[O:20][CH2:21][CH3:22])([F:15])[F:14])=[C:3]([N+:9]([O-:11])=[O:10])[CH:4]=1. (6) Given the reactants C[O:2][C:3]1[CH:4]=[C:5]([C:20](=[O:22])[CH3:21])[C:6]2[O:10][C:9]([C:11]3[CH:16]=[CH:15][C:14]([O:17]C)=[CH:13][CH:12]=3)=[CH:8][C:7]=2[CH:19]=1.Cl.N1C=CC=CC=1, predict the reaction product. The product is: [OH:2][C:3]1[CH:4]=[C:5]([C:20](=[O:22])[CH3:21])[C:6]2[O:10][C:9]([C:11]3[CH:12]=[CH:13][C:14]([OH:17])=[CH:15][CH:16]=3)=[CH:8][C:7]=2[CH:19]=1. (7) Given the reactants [CH3:1][N:2]1[C:10]2[C:5](=[CH:6][CH:7]=[CH:8][CH:9]=2)[C:4]([CH:11]=O)=[CH:3]1.[S:13]([NH2:17])([NH2:16])(=[O:15])=[O:14].[BH4-].[Na+], predict the reaction product. The product is: [CH3:1][N:2]1[C:10]2[C:5](=[CH:6][CH:7]=[CH:8][CH:9]=2)[C:4]([CH2:11][NH:16][S:13]([NH2:17])(=[O:15])=[O:14])=[CH:3]1. (8) Given the reactants [CH3:1][C:2]1[N:6]2[C:7]3[CH:13]=[C:12]([CH3:14])[N:11]([S:15]([C:18]4[CH:23]=[CH:22][CH:21]=[CH:20][CH:19]=4)(=[O:17])=[O:16])[C:8]=3[CH:9]=[CH:10][C:5]2=[N:4][N:3]=1.[Cl:24]N1C(=O)CCC1=O, predict the reaction product. The product is: [Cl:24][C:10]1[C:5]2[N:6]([C:2]([CH3:1])=[N:3][N:4]=2)[C:7]2[CH:13]=[C:12]([CH3:14])[N:11]([S:15]([C:18]3[CH:23]=[CH:22][CH:21]=[CH:20][CH:19]=3)(=[O:17])=[O:16])[C:8]=2[CH:9]=1.